From a dataset of Reaction yield outcomes from USPTO patents with 853,638 reactions. Predict the reaction yield, written as a fraction of the theoretical maximum amount of product (1.0 means a 100% yield; for example, 0.34 means a 34% yield). (1) The reactants are N[C:2]1[C:7]([N+:8]([O-:10])=[O:9])=[CH:6][CH:5]=[CH:4][C:3]=1[OH:11].[BrH:12].N([O-])=O.[Na+]. The catalyst is O.O1CCOCC1. The product is [Br:12][C:2]1[C:7]([N+:8]([O-:10])=[O:9])=[CH:6][CH:5]=[CH:4][C:3]=1[OH:11]. The yield is 0.450. (2) The reactants are [N:1]1([C:7]2[CH:8]=[C:9]3[C:13](=[CH:14][CH:15]=2)[NH:12][CH:11]=[CH:10]3)[CH2:6][CH2:5][NH:4][CH2:3][CH2:2]1.Br[CH2:17][CH2:18][O:19][Si:20]([C:23]([CH3:26])([CH3:25])[CH3:24])([CH3:22])[CH3:21].C([O-])([O-])=O.[K+].[K+]. The catalyst is CC#N. The product is [C:23]([Si:20]([CH3:22])([CH3:21])[O:19][CH2:18][CH2:17][N:4]1[CH2:5][CH2:6][N:1]([C:7]2[CH:8]=[C:9]3[C:13](=[CH:14][CH:15]=2)[NH:12][CH:11]=[CH:10]3)[CH2:2][CH2:3]1)([CH3:26])([CH3:25])[CH3:24]. The yield is 0.780. (3) The reactants are [CH2:1]1[N:6]2[CH2:7][N:8]3[CH2:10][N:4]([CH2:5]2)[CH2:3][N:2]1[CH2:9]3.[Cl:11][C:12]1[S:13][C:14]([CH2:17]Cl)=[CH:15][CH:16]=1. The catalyst is C(Cl)(Cl)Cl. The product is [Cl:11][C:12]1[S:13][C:14]([CH2:17][CH:1]2[N:6]3[CH2:5][N:4]4[CH2:10][N:8]([CH2:9][N:2]2[CH2:3]4)[CH2:7]3)=[CH:15][CH:16]=1. The yield is 0.880.